Regression. Given two drug SMILES strings and cell line genomic features, predict the synergy score measuring deviation from expected non-interaction effect. From a dataset of NCI-60 drug combinations with 297,098 pairs across 59 cell lines. (1) Drug 1: CCCS(=O)(=O)NC1=C(C(=C(C=C1)F)C(=O)C2=CNC3=C2C=C(C=N3)C4=CC=C(C=C4)Cl)F. Drug 2: COC1=CC(=CC(=C1O)OC)C2C3C(COC3=O)C(C4=CC5=C(C=C24)OCO5)OC6C(C(C7C(O6)COC(O7)C8=CC=CS8)O)O. Cell line: UACC62. Synergy scores: CSS=56.9, Synergy_ZIP=-2.13, Synergy_Bliss=0.962, Synergy_Loewe=4.03, Synergy_HSA=6.42. (2) Drug 1: C1=NC2=C(N1)C(=S)N=C(N2)N. Drug 2: C1=NC2=C(N=C(N=C2N1C3C(C(C(O3)CO)O)O)F)N. Cell line: PC-3. Synergy scores: CSS=24.1, Synergy_ZIP=-7.69, Synergy_Bliss=-2.75, Synergy_Loewe=-6.93, Synergy_HSA=-1.86. (3) Drug 1: C1CCN(CC1)CCOC2=CC=C(C=C2)C(=O)C3=C(SC4=C3C=CC(=C4)O)C5=CC=C(C=C5)O. Drug 2: C1=NC2=C(N1)C(=S)N=CN2. Cell line: TK-10. Synergy scores: CSS=1.38, Synergy_ZIP=1.40, Synergy_Bliss=2.68, Synergy_Loewe=-1.52, Synergy_HSA=-0.792. (4) Drug 1: CC1=C2C(C(=O)C3(C(CC4C(C3C(C(C2(C)C)(CC1OC(=O)C(C(C5=CC=CC=C5)NC(=O)OC(C)(C)C)O)O)OC(=O)C6=CC=CC=C6)(CO4)OC(=O)C)OC)C)OC. Drug 2: C1=CN(C=N1)CC(O)(P(=O)(O)O)P(=O)(O)O. Cell line: SK-MEL-28. Synergy scores: CSS=24.2, Synergy_ZIP=-3.81, Synergy_Bliss=-1.11, Synergy_Loewe=-7.24, Synergy_HSA=-0.315. (5) Drug 1: CC12CCC3C(C1CCC2NC(=O)OCC(F)(F)F)CCC4C3(C=CC(=O)N4C)C. Drug 2: C1CC(CCC1OC2=C(C(=CC=C2)Cl)F)(CC3=NC(=CC=C3)NC4=NC=CS4)C(=O)O. Cell line: NCI-H460. Synergy scores: CSS=23.0, Synergy_ZIP=-3.51, Synergy_Bliss=-5.38, Synergy_Loewe=-14.2, Synergy_HSA=-2.75. (6) Drug 1: CC(CN1CC(=O)NC(=O)C1)N2CC(=O)NC(=O)C2. Drug 2: C1=CN(C=N1)CC(O)(P(=O)(O)O)P(=O)(O)O. Cell line: OVCAR-4. Synergy scores: CSS=12.3, Synergy_ZIP=-3.46, Synergy_Bliss=-0.454, Synergy_Loewe=2.06, Synergy_HSA=1.70. (7) Cell line: SNB-19. Drug 2: CCN(CC)CCNC(=O)C1=C(NC(=C1C)C=C2C3=C(C=CC(=C3)F)NC2=O)C. Synergy scores: CSS=33.1, Synergy_ZIP=3.29, Synergy_Bliss=4.93, Synergy_Loewe=-7.47, Synergy_HSA=4.34. Drug 1: C1=CC(=CC=C1CCC2=CNC3=C2C(=O)NC(=N3)N)C(=O)NC(CCC(=O)O)C(=O)O. (8) Drug 1: CC1=C2C(C(=O)C3(C(CC4C(C3C(C(C2(C)C)(CC1OC(=O)C(C(C5=CC=CC=C5)NC(=O)OC(C)(C)C)O)O)OC(=O)C6=CC=CC=C6)(CO4)OC(=O)C)O)C)O. Drug 2: CC1CCCC2(C(O2)CC(NC(=O)CC(C(C(=O)C(C1O)C)(C)C)O)C(=CC3=CSC(=N3)C)C)C. Cell line: HS 578T. Synergy scores: CSS=52.8, Synergy_ZIP=0.363, Synergy_Bliss=-0.252, Synergy_Loewe=-8.34, Synergy_HSA=1.40. (9) Drug 1: CNC(=O)C1=NC=CC(=C1)OC2=CC=C(C=C2)NC(=O)NC3=CC(=C(C=C3)Cl)C(F)(F)F. Drug 2: CC12CCC3C(C1CCC2OP(=O)(O)O)CCC4=C3C=CC(=C4)OC(=O)N(CCCl)CCCl.[Na+]. Cell line: K-562. Synergy scores: CSS=20.0, Synergy_ZIP=5.39, Synergy_Bliss=13.8, Synergy_Loewe=13.8, Synergy_HSA=14.9.